From a dataset of Forward reaction prediction with 1.9M reactions from USPTO patents (1976-2016). Predict the product of the given reaction. (1) The product is: [CH3:13][O:12][C:9]1[C:10]([CH3:11])=[C:2]2[C:3]([C:4]([OH:5])=[N:6][C:29]([C:28]3[CH:32]=[CH:33][C:25]([O:24][CH3:23])=[CH:26][CH:27]=3)=[N:1]2)=[CH:7][CH:8]=1. Given the reactants [NH2:1][C:2]1[C:10]([CH3:11])=[C:9]([O:12][CH3:13])[CH:8]=[CH:7][C:3]=1[C:4]([NH2:6])=[O:5].C(N)(=O)C1C=CC=CC=1.[CH3:23][O:24][C:25]1[CH:33]=[CH:32][C:28]([C:29](Cl)=O)=[CH:27][CH:26]=1, predict the reaction product. (2) Given the reactants [C:1](Cl)(=[O:3])[CH3:2].[F:5][C:6]1[CH:7]=[C:8]([NH2:13])[CH:9]=[CH:10][C:11]=1[F:12], predict the reaction product. The product is: [F:5][C:6]1[CH:7]=[C:8]([NH:13][C:1](=[O:3])[CH3:2])[CH:9]=[CH:10][C:11]=1[F:12]. (3) Given the reactants [CH3:1][O:2][C:3](=[O:32])[C:4]1[CH:19]=[CH:18][C:7]([C:8]([O:10]CC2C=CC=CC=2)=[O:9])=[CH:6][C:5]=1[NH:20][C:21]1[C:30]2[C:25](=[CH:26][CH:27]=[C:28]([OH:31])[CH:29]=2)[CH:24]=[CH:23][CH:22]=1.[H][H], predict the reaction product. The product is: [CH3:1][O:2][C:3](=[O:32])[C:4]1[CH:19]=[CH:18][C:7]([C:8]([OH:10])=[O:9])=[CH:6][C:5]=1[NH:20][C:21]1[C:30]2[C:25](=[CH:26][CH:27]=[C:28]([OH:31])[CH:29]=2)[CH:24]=[CH:23][CH:22]=1. (4) The product is: [Si:26]([O:33][C@H:34]([CH2:40][C:43]([N:50]1[CH:54]=[CH:53][N:52]=[CH:51]1)=[O:44])[CH2:35][C:36]([O:38][CH3:39])=[O:37])([C:29]([CH3:32])([CH3:31])[CH3:30])([CH3:27])[CH3:28]. Given the reactants C(OCC1C=CC=CC=1)(=O)[C@@H](C1C=CC=CC=1)O.C([Li])CCCCC.[Si:26]([O:33][CH:34]1[CH2:40][C:39](=O)[O:38][C:36](=[O:37])[CH2:35]1)([C:29]([CH3:32])([CH3:31])[CH3:30])([CH3:28])[CH3:27].Cl.[C:43]([N:50]1[CH:54]=[CH:53][N:52]=[CH:51]1)(N1C=CN=C1)=[O:44], predict the reaction product. (5) Given the reactants O[NH:2][C:3](=[NH:30])[CH2:4][C:5]1[CH:10]=[CH:9][CH:8]=[CH:7][C:6]=1[N:11]1[C:23]2[C:22]3[CH:21]=[C:20]([C:24]4[CH:29]=[CH:28][CH:27]=[CH:26][CH:25]=4)[CH:19]=[CH:18][C:17]=3[N:16]=[CH:15][C:14]=2[N:13]=[CH:12]1, predict the reaction product. The product is: [C:24]1([C:20]2[CH:19]=[CH:18][C:17]3[N:16]=[CH:15][C:14]4[N:13]=[CH:12][N:11]([C:6]5[CH:7]=[CH:8][CH:9]=[CH:10][C:5]=5[CH2:4][C:3]([NH2:30])=[NH:2])[C:23]=4[C:22]=3[CH:21]=2)[CH:25]=[CH:26][CH:27]=[CH:28][CH:29]=1. (6) Given the reactants [Br:1][C:2]1[C:3](F)=[C:4]2[C:10]([NH:11][C:12]([CH:14]3[CH2:17][CH2:16][CH2:15]3)=[O:13])=[CH:9][NH:8][C:5]2=[N:6][CH:7]=1.[NH:19]1[CH2:24][CH2:23][CH2:22][C@@H:21]([NH:25][C:26](=[O:32])[O:27][C:28]([CH3:31])([CH3:30])[CH3:29])[CH2:20]1.C(N(CC)CC)C, predict the reaction product. The product is: [Br:1][C:2]1[C:3]([N:19]2[CH2:24][CH2:23][CH2:22][C@@H:21]([NH:25][C:26](=[O:32])[O:27][C:28]([CH3:30])([CH3:29])[CH3:31])[CH2:20]2)=[C:4]2[C:10]([NH:11][C:12]([CH:14]3[CH2:17][CH2:16][CH2:15]3)=[O:13])=[CH:9][NH:8][C:5]2=[N:6][CH:7]=1. (7) Given the reactants [NH2:1][C:2]1[CH:9]=[CH:8][C:5]([C:6]#[N:7])=[C:4]([O:10][CH3:11])[CH:3]=1.[CH3:12][CH:13]1[CH2:19][C:18](=[O:20])[O:17][C:15](=[O:16])[CH2:14]1, predict the reaction product. The product is: [C:6]([C:5]1[CH:8]=[CH:9][C:2]([NH:1][C:18](=[O:20])[CH2:19][CH:13]([CH3:12])[CH2:14][C:15]([OH:17])=[O:16])=[CH:3][C:4]=1[O:10][CH3:11])#[N:7]. (8) The product is: [Br:18][C:7]1[C:6]2[O:9][CH:14]([CH2:15][OH:16])[CH2:13][C:5]=2[CH:4]=[C:3]([CH2:1][CH3:2])[CH:8]=1. Given the reactants [CH2:1]([C:3]1[CH:8]=[CH:7][C:6]([OH:9])=[CH:5][CH:4]=1)[CH3:2].BrN1[C:15](=[O:16])[CH2:14][CH2:13]C1=O.[Br:18]C1C=C(CC)C=CC=1O.C(=O)([O-])[O-].[K+].[K+].C(Br)C=C.C(OCC=C)C=C.C(C1C(C(F)(F)F)=CC=C(Cl)C=1O)C=C.C(C1C=C(CC)C=C(Br)C=1O)C=C.ClC1C=C(C=CC=1)C(OO)=O.ClC1C2OC(CO)CC=2C(C(F)(F)F)=CC=1, predict the reaction product.